From a dataset of Retrosynthesis with 50K atom-mapped reactions and 10 reaction types from USPTO. Predict the reactants needed to synthesize the given product. (1) The reactants are: NS(=O)(=O)c1cc2cnccc2o1.O=C(OO)c1cccc(Cl)c1. Given the product NS(=O)(=O)c1cc2c[n+]([O-])ccc2o1, predict the reactants needed to synthesize it. (2) Given the product COC(=O)[C@H](Cc1ccc(C#CCCCO)cc1)NC(=O)c1c(Cl)cccc1Cl, predict the reactants needed to synthesize it. The reactants are: C#CCCCO.COC(=O)[C@H](Cc1ccc(OS(=O)(=O)C(F)(F)F)cc1)NC(=O)c1c(Cl)cccc1Cl. (3) Given the product O=C(c1ccc(O)cc1)c1ccc(OCCBr)c(F)c1, predict the reactants needed to synthesize it. The reactants are: COc1ccc(C(=O)c2ccc(OCCBr)c(F)c2)cc1. (4) Given the product COc1ccc(S(=O)(=O)N(C)CCN(C)S(=O)(=O)c2ccc3c(c2)OCCN3C)cc1OC, predict the reactants needed to synthesize it. The reactants are: CN1CCOc2cc(S(=O)(=O)Cl)ccc21.CNCCN(C)S(=O)(=O)c1ccc(OC)c(OC)c1. (5) Given the product Cc1cc(-c2ccc(Cl)cc2)nc(-n2cnc(-c3cnc(N)nc3)c2)n1, predict the reactants needed to synthesize it. The reactants are: CC1(C)OB(c2cnc(N)nc2)OC1(C)C.Cc1cc(-c2ccc(Cl)cc2)nc(-n2cnc(Br)c2)n1. (6) The reactants are: CCc1cccc(CNC[C@@H](O)[C@@H](N)Cc2cc(F)cc(F)c2)c1.CS(=O)(=O)CC1CCC(C(=O)O)CC1. Given the product CCc1cccc(CNC[C@@H](O)[C@H](Cc2cc(F)cc(F)c2)NC(=O)C2CCC(CS(C)(=O)=O)CC2)c1, predict the reactants needed to synthesize it.